This data is from Catalyst prediction with 721,799 reactions and 888 catalyst types from USPTO. The task is: Predict which catalyst facilitates the given reaction. (1) Reactant: [C:1]([OH:9])(=O)[C:2]1[CH:7]=[CH:6][N:5]=[CH:4][CH:3]=1.C1C=CC2N(O)N=NC=2C=1.CCN=C=NCCCN(C)C.Cl.CCN(CC)CC.[CH3:39][O:40][C:41]1[CH:50]=[C:49]([O:51][CH3:52])[CH:48]=[C:47]2[C:42]=1[C:43](=[O:65])[NH:44][C:45]([C:53]1[CH:58]=[CH:57][C:56]([N:59]3[CH2:64][CH2:63][NH:62][CH2:61][CH2:60]3)=[CH:55][CH:54]=1)=[N:46]2. Product: [C:1]([N:62]1[CH2:63][CH2:64][N:59]([C:56]2[CH:57]=[CH:58][C:53]([C:45]3[NH:44][C:43](=[O:65])[C:42]4[C:47](=[CH:48][C:49]([O:51][CH3:52])=[CH:50][C:41]=4[O:40][CH3:39])[N:46]=3)=[CH:54][CH:55]=2)[CH2:60][CH2:61]1)(=[O:9])[C:2]1[CH:3]=[CH:4][N:5]=[CH:6][CH:7]=1. The catalyst class is: 1. (2) Reactant: [C:1]([O:5][C:6]([N:8]1[C:17]2[C:12](=[CH:13][C:14]([C:18]3[S:19][C:20]([CH:23]=O)=[CH:21][CH:22]=3)=[CH:15][CH:16]=2)[C:11]([CH3:25])=[CH:10][C:9]1([CH3:27])[CH3:26])=[O:7])([CH3:4])([CH3:3])[CH3:2].[NH2:28]OS(O)(=O)=O. Product: [C:1]([O:5][C:6]([N:8]1[C:17]2[C:12](=[CH:13][C:14]([C:18]3[S:19][C:20]([C:23]#[N:28])=[CH:21][CH:22]=3)=[CH:15][CH:16]=2)[C:11]([CH3:25])=[CH:10][C:9]1([CH3:27])[CH3:26])=[O:7])([CH3:4])([CH3:3])[CH3:2]. The catalyst class is: 47. (3) Reactant: [F:1][C:2]1[CH:11]=[C:10]([CH2:12][CH2:13][CH3:14])[C:9](OS(C(F)(F)F)(=O)=O)=[C:8]2[C:3]=1[CH:4]=[CH:5][CH:6]=N2.N1CCC[CH2:25][CH2:24]1.C[C:30]([OH:34])([C:32]#[CH:33])C.[Cl-].[NH4+:36]. Product: [CH3:6][C:5]1[C:24]([CH3:25])=[N:36][C:8]2[C:3]([CH:4]=1)=[C:2]([F:1])[CH:11]=[C:10]([CH2:12][CH2:13][CH3:14])[C:9]=2[C:33]#[C:32][CH2:30][OH:34]. The catalyst class is: 73.